This data is from Peptide-MHC class II binding affinity with 134,281 pairs from IEDB. The task is: Regression. Given a peptide amino acid sequence and an MHC pseudo amino acid sequence, predict their binding affinity value. This is MHC class II binding data. (1) The peptide sequence is STLQEQIGWMTNNPPIPV. The MHC is HLA-DPA10201-DPB10101 with pseudo-sequence HLA-DPA10201-DPB10101. The binding affinity (normalized) is 0.0350. (2) The peptide sequence is GLSGEPKGGAESSSK. The MHC is DRB1_1001 with pseudo-sequence DRB1_1001. The binding affinity (normalized) is 0.287. (3) The peptide sequence is GRKNGSFIIDGKSRK. The MHC is DRB1_0701 with pseudo-sequence DRB1_0701. The binding affinity (normalized) is 0.234. (4) The peptide sequence is AFIDDGDNLFPKV. The MHC is DRB1_0401 with pseudo-sequence DRB1_0401. The binding affinity (normalized) is 0.325. (5) The peptide sequence is ASFIYDGRLVDSIGS. The MHC is DRB1_1501 with pseudo-sequence DRB1_1501. The binding affinity (normalized) is 0.199.